This data is from Reaction yield outcomes from USPTO patents with 853,638 reactions. The task is: Predict the reaction yield, written as a fraction of the theoretical maximum amount of product (1.0 means a 100% yield; for example, 0.34 means a 34% yield). (1) The reactants are [CH3:1][O:2][C:3]1[C:19]([O:20][CH3:21])=[CH:18][C:6]2[NH:7][C:8]([C:10]3[C:14]([N+:15]([O-])=O)=[CH:13][NH:12][N:11]=3)=[N:9][C:5]=2[CH:4]=1. The catalyst is [Pd].C(O)C.CN(C=O)C. The product is [CH3:21][O:20][C:19]1[C:3]([O:2][CH3:1])=[CH:4][C:5]2[NH:9][C:8]([C:10]3[C:14]([NH2:15])=[CH:13][NH:12][N:11]=3)=[N:7][C:6]=2[CH:18]=1. The yield is 0.530. (2) The reactants are Br[C:2]1[S:6][C:5]([C:7]([OH:9])=[O:8])=[CH:4][CH:3]=1.[C:10]1([OH:16])[CH:15]=[CH:14][CH:13]=[CH:12][CH:11]=1.C([O-])([O-])=O.[Na+].[Na+].O. The catalyst is C1COCC1.C1C=CC([P]([Pd]([P](C2C=CC=CC=2)(C2C=CC=CC=2)C2C=CC=CC=2)([P](C2C=CC=CC=2)(C2C=CC=CC=2)C2C=CC=CC=2)[P](C2C=CC=CC=2)(C2C=CC=CC=2)C2C=CC=CC=2)(C2C=CC=CC=2)C2C=CC=CC=2)=CC=1. The product is [OH:16][C:10]1[CH:15]=[CH:14][CH:13]=[CH:12][C:11]=1[C:2]1[S:6][C:5]([C:7]([OH:9])=[O:8])=[CH:4][CH:3]=1. The yield is 0.830.